Regression/Classification. Given a drug SMILES string, predict its absorption, distribution, metabolism, or excretion properties. Task type varies by dataset: regression for continuous measurements (e.g., permeability, clearance, half-life) or binary classification for categorical outcomes (e.g., BBB penetration, CYP inhibition). Dataset: cyp2c9_veith. From a dataset of CYP2C9 inhibition data for predicting drug metabolism from PubChem BioAssay. (1) The result is 0 (non-inhibitor). The drug is Oc1ccc2c3c1O[C@@H]1c4[nH]c5c(c4C[C@@]4(O)[C@@H](C2)N(CC2CC2)CC[C@]314)C[C@]1(O)[C@@H]2Cc3ccc(O)c4c3[C@@]1(CCN2CC1CC1)[C@H]5O4. (2) The molecule is CCOC(=O)C1CCCN(C(=O)c2sc3nc(-c4ccc(OC)cc4)cn3c2C)C1. The result is 1 (inhibitor). (3) The drug is Cc1ccc(N2C(=O)/C(=C/c3ccc(CN(CCC#N)S(C)(=O)=O)o3)C(=O)NC2=S)cc1C. The result is 1 (inhibitor). (4) The compound is CC1(C)OC(C(N)=O)C(C(N)=O)O1. The result is 0 (non-inhibitor). (5) The molecule is Cl.O=C(CN1CCN(C2CCCCC2)CC1)NCCC1=CCCCC1. The result is 0 (non-inhibitor). (6) The molecule is NC1=NC2(CCCCC2)N=C(Nc2ccc(F)cc2F)N1. The result is 0 (non-inhibitor).